From a dataset of Catalyst prediction with 721,799 reactions and 888 catalyst types from USPTO. Predict which catalyst facilitates the given reaction. (1) Reactant: [Br:1][C:2]1[CH:3]=[C:4]2[CH:10]=[C:9]([C:11](OC)=[O:12])[N:8]([CH3:15])[C:5]2=[N:6][CH:7]=1.[AlH4-].[Li+]. Product: [Br:1][C:2]1[CH:3]=[C:4]2[CH:10]=[C:9]([CH2:11][OH:12])[N:8]([CH3:15])[C:5]2=[N:6][CH:7]=1. The catalyst class is: 7. (2) Reactant: [CH:1]1[C:9]2[C:8]3[CH:10]=[CH:11][CH:12]=[CH:13][C:7]=3[O:6][C:5]=2[CH:4]=[CH:3][CH:2]=1.[Br:14]Br.O. Product: [Br:14][C:2]1[CH:3]=[CH:4][C:5]2[O:6][C:7]3[CH:13]=[CH:12][CH:11]=[CH:10][C:8]=3[C:9]=2[CH:1]=1. The catalyst class is: 15. (3) Reactant: C([NH:5][S:6]([C:9]1[CH:10]=[C:11]([C:15]2[CH:20]=[CH:19][CH:18]=[C:17]([C:21]3[N:26]=[C:25]([CH:27]([F:29])[F:28])[CH:24]=[C:23]([C:30]4[CH:31]=[N:32][C:33]([C:36]([F:39])([F:38])[F:37])=[CH:34][CH:35]=4)[N:22]=3)[CH:16]=2)[CH:12]=[CH:13][CH:14]=1)(=[O:8])=[O:7])(C)(C)C.C(O)(C(F)(F)F)=O. Product: [F:29][CH:27]([F:28])[C:25]1[CH:24]=[C:23]([C:30]2[CH:31]=[N:32][C:33]([C:36]([F:38])([F:39])[F:37])=[CH:34][CH:35]=2)[N:22]=[C:21]([C:17]2[CH:16]=[C:15]([C:11]3[CH:12]=[CH:13][CH:14]=[C:9]([S:6]([NH2:5])(=[O:7])=[O:8])[CH:10]=3)[CH:20]=[CH:19][CH:18]=2)[N:26]=1. The catalyst class is: 4. (4) Reactant: F[B-](F)(F)F.[C:6]1([C:12]2[CH:17]=[CH:16][O+:15]=[C:14]([C:18]3[CH:23]=[CH:22][CH:21]=[CH:20][CH:19]=3)[C:13]=2C2C=CC=CC=2)[CH:11]=[CH:10][CH:9]=[CH:8][CH:7]=1.[CH3:30][B-:31]([C:36]#[N:37])([C:34]#[N:35])[C:32]#[N:33].[K+]. Product: [CH3:30][B-:31]([C:36]#[N:37])([C:34]#[N:35])[C:32]#[N:33].[C:6]1([C:16]2[CH:17]=[C:12]([C:6]3[CH:7]=[CH:8][CH:9]=[CH:10][CH:11]=3)[CH:13]=[C:14]([C:18]3[CH:23]=[CH:22][CH:21]=[CH:20][CH:19]=3)[O+:15]=2)[CH:11]=[CH:10][CH:9]=[CH:8][CH:7]=1. The catalyst class is: 10.